Task: Predict which catalyst facilitates the given reaction.. Dataset: Catalyst prediction with 721,799 reactions and 888 catalyst types from USPTO (1) Reactant: [C:1]([C:3]1[CH:17]=[CH:16][C:6]([O:7][C:8]2[CH:13]=[CH:12][C:11]([O:14][CH3:15])=[CH:10][CH:9]=2)=[CH:5][CH:4]=1)#[N:2].[OH2:18]. Product: [CH3:15][O:14][C:11]1[CH:12]=[CH:13][C:8]([O:7][C:6]2[CH:16]=[CH:17][C:3]([C:1]([NH2:2])=[O:18])=[CH:4][CH:5]=2)=[CH:9][CH:10]=1. The catalyst class is: 501. (2) Reactant: [CH:1]([N:4]1[C:9]([CH3:10])=[CH:8][CH:7]=[C:6]([C:11]([O:13][CH2:14][CH3:15])=[O:12])[C:5]1=[O:16])([CH3:3])[CH3:2].[CH:17]([N-]C(C)C)(C)C.[Li+].CI. Product: [CH2:10]([C:9]1[N:4]([CH:1]([CH3:2])[CH3:3])[C:5](=[O:16])[C:6]([C:11]([O:13][CH2:14][CH3:15])=[O:12])=[CH:7][CH:8]=1)[CH3:17]. The catalyst class is: 7.